From a dataset of Catalyst prediction with 721,799 reactions and 888 catalyst types from USPTO. Predict which catalyst facilitates the given reaction. (1) Reactant: [F:1][C:2]([F:22])([F:21])[C:3]([NH:5][C@H:6]1[C:15]2[C:10](=[CH:11][C:12]([CH:19]=O)=[C:13]([N+:16]([O-:18])=[O:17])[CH:14]=2)[CH2:9][CH2:8][CH2:7]1)=[O:4].[NH:23]1[CH2:28][CH2:27][CH2:26][CH2:25][CH2:24]1.[BH-](OC(C)=O)(OC(C)=O)OC(C)=O.[Na+]. Product: [F:1][C:2]([F:22])([F:21])[C:3]([NH:5][C@H:6]1[C:15]2[C:10](=[CH:11][C:12]([CH2:19][N:23]3[CH2:28][CH2:27][CH2:26][CH2:25][CH2:24]3)=[C:13]([N+:16]([O-:18])=[O:17])[CH:14]=2)[CH2:9][CH2:8][CH2:7]1)=[O:4]. The catalyst class is: 26. (2) Reactant: Cl.[NH2:2][CH2:3][C:4]1[CH:12]=[CH:11][CH:10]=[C:9]2[C:5]=1[C:6](=[O:22])[N:7]([CH:14]1[CH2:19][CH2:18][C:17](=[O:20])[NH:16][C:15]1=[O:21])[C:8]2=[O:13].N12CCCN=C1CCCCC2.ON1C2C=CC=CC=2N=N1.[S:44]1[CH:48]=[CH:47][CH:46]=[C:45]1[CH2:49][C:50](O)=[O:51]. Product: [O:21]=[C:15]1[CH:14]([N:7]2[C:6](=[O:22])[C:5]3[C:9](=[CH:10][CH:11]=[CH:12][C:4]=3[CH2:3][NH:2][C:50](=[O:51])[CH2:49][C:45]3[S:44][CH:48]=[CH:47][CH:46]=3)[C:8]2=[O:13])[CH2:19][CH2:18][C:17](=[O:20])[NH:16]1. The catalyst class is: 10. (3) Reactant: [CH3:1][O:2][C:3]1[CH:8]=[CH:7][C:6]([C@@H:9]([NH2:11])[CH3:10])=[CH:5][CH:4]=1.[CH:12]1[CH:17]=[CH:16][C:15]([O:18][C:19](OC2C=CC=CC=2)=[N:20][C:21]#[N:22])=[CH:14][CH:13]=1. Product: [C:21]([NH:20][C:19](=[N:11][C@H:9]([C:6]1[CH:7]=[CH:8][C:3]([O:2][CH3:1])=[CH:4][CH:5]=1)[CH3:10])[O:18][C:15]1[CH:16]=[CH:17][CH:12]=[CH:13][CH:14]=1)#[N:22]. The catalyst class is: 32. (4) The catalyst class is: 61. Product: [C:17]1([C@H:15]([NH:14][C@@H:11]2[CH2:12][CH2:13][N:8]([C:6]([O:5][C:1]([CH3:2])([CH3:3])[CH3:4])=[O:7])[CH2:9][C@H:10]2[C:23]([O:25][CH3:27])=[O:24])[CH3:16])[CH:18]=[CH:19][CH:20]=[CH:21][CH:22]=1. Reactant: [C:1]([O:5][C:6]([N:8]1[CH2:13][CH2:12][C@@H:11]([NH:14][C@@H:15]([C:17]2[CH:22]=[CH:21][CH:20]=[CH:19][CH:18]=2)[CH3:16])[C@H:10]([C:23]([OH:25])=[O:24])[CH2:9]1)=[O:7])([CH3:4])([CH3:3])[CH3:2].[Si](C=[N+]=[N-])(C)(C)[CH3:27]. (5) Reactant: [F:1][C:2]1[CH:7]=[CH:6][C:5]([O:8][CH3:9])=[CH:4][C:3]=1[C:10]1[CH:15]=[CH:14][C:13]([C:16]([O:18][CH3:19])=[O:17])=[CH:12][C:11]=1I.[CH3:21][C:22]([CH3:28])=[C:23](B(O)O)[CH3:24].C(=O)([O-])[O-].[K+].[K+]. Product: [CH3:24][C:23]([C:11]1[CH:12]=[C:13]([C:16]([O:18][CH3:19])=[O:17])[CH:14]=[CH:15][C:10]=1[C:3]1[CH:4]=[C:5]([O:8][CH3:9])[CH:6]=[CH:7][C:2]=1[F:1])=[C:22]([CH3:28])[CH3:21]. The catalyst class is: 339. (6) Reactant: O[C:2]1[N:6]([C:7]2[CH:12]=[CH:11][CH:10]=[CH:9][CH:8]=2)[N:5]=[C:4]([C:13]([O:15][CH2:16][CH3:17])=[O:14])[CH:3]=1.O(Br)[Br:19].[P].CN([CH:25]=[O:26])C. Product: [Br:19][C:2]1[N:6]([C:7]2[CH:12]=[CH:11][CH:10]=[CH:9][CH:8]=2)[N:5]=[C:4]([C:13]([O:15][CH2:16][CH3:17])=[O:14])[C:3]=1[CH:25]=[O:26]. The catalyst class is: 26.